Dataset: Reaction yield outcomes from USPTO patents with 853,638 reactions. Task: Predict the reaction yield, written as a fraction of the theoretical maximum amount of product (1.0 means a 100% yield; for example, 0.34 means a 34% yield). (1) The reactants are [F:1][C:2]1[C:7]2[N:8]3[C:25]([CH:26]=O)=[CH:24][CH:23]=[C:9]3[C:10]3([CH2:16][CH2:15][N:14]([C:17](=[O:22])[C:18]([F:21])([F:20])[F:19])[CH2:13][CH2:12]3)[O:11][C:6]=2[CH:5]=[CH:4][CH:3]=1.Cl.[NH2:29]O.C([O-])(=O)C.[Na+].CC(OC(C)=O)=O.C([O-])(O)=O.[Na+]. The catalyst is C(O)C.O. The product is [F:1][C:2]1[C:7]2[N:8]3[C:25]([C:26]#[N:29])=[CH:24][CH:23]=[C:9]3[C:10]3([CH2:12][CH2:13][N:14]([C:17](=[O:22])[C:18]([F:19])([F:20])[F:21])[CH2:15][CH2:16]3)[O:11][C:6]=2[CH:5]=[CH:4][CH:3]=1. The yield is 0.0700. (2) The reactants are [OH:1][C@H:2]1[CH2:19][CH2:18][C@@:17]2([CH3:20])[C@:4]3([O:22][C@H:5]3[CH2:6][C@@H:7]3[C@@H:16]2[CH2:15][CH2:14][C@@:12]2([CH3:13])[C@H:8]3[CH2:9][CH2:10][C:11]2=[O:21])[CH2:3]1.[OH:23][C@H]1CC[C@@]2(C)[C@@]3(O[C@@H]3C[C@@H]3[C@@H]2CC[C@@]2(C)[C@H]3CCC2=O)C1.CC(O)C. The catalyst is CC(C)=O.CC(C)=O.OS(O)(=O)=O.O=[Cr](=O)=O. The product is [OH:22][C@:4]12[CH2:3][C:2](=[O:1])[CH2:19][CH2:18][C@:17]1([CH3:20])[C@@H:16]1[C@H:7]([C@H:8]3[C@@:12]([CH2:14][CH2:15]1)([CH3:13])[C:11](=[O:21])[CH2:10][CH2:9]3)[CH2:6][C:5]2=[O:23]. The yield is 0.750. (3) The reactants are C[O:2][C:3](=[O:28])[C@H:4]([CH2:20][C:21]1[CH:26]=[CH:25][C:24]([NH2:27])=[CH:23][CH:22]=1)[NH:5][C:6]([C:8]1([CH2:13][C:14]2[CH:19]=[CH:18][CH:17]=[CH:16][CH:15]=2)[CH2:12][CH2:11][CH2:10][CH2:9]1)=[O:7].[CH3:29][C:30]1[CH:38]=[CH:37][C:36]([N+:39]([O-:41])=[O:40])=[CH:35][C:31]=1[C:32](O)=[O:33]. No catalyst specified. The product is [CH3:29][C:30]1[CH:38]=[CH:37][C:36]([N+:39]([O-:41])=[O:40])=[CH:35][C:31]=1[C:32]([NH:27][C:24]1[CH:25]=[CH:26][C:21]([CH2:20][C@@H:4]([C:3]([OH:2])=[O:28])[NH:5][C:6]([C:8]2([CH2:13][C:14]3[CH:15]=[CH:16][CH:17]=[CH:18][CH:19]=3)[CH2:12][CH2:11][CH2:10][CH2:9]2)=[O:7])=[CH:22][CH:23]=1)=[O:33]. The yield is 0.690. (4) The reactants are [CH3:1][N:2]([CH3:19])[CH2:3][CH2:4][N:5]([CH3:18])[C:6]1[CH:15]=[C:14]([CH3:16])[C:13]2[C:8](=[CH:9][CH:10]=[C:11]([NH2:17])[CH:12]=2)[N:7]=1.[F:20][C:21]1[CH:22]=[C:23]([CH:26]=[CH:27][C:28]=1[F:29])[CH:24]=O.C[O-].[Na+].[BH4-].[Na+]. The catalyst is CO. The product is [F:20][C:21]1[CH:22]=[C:23]([CH:26]=[CH:27][C:28]=1[F:29])[CH2:24][NH:17][C:11]1[CH:12]=[C:13]2[C:8](=[CH:9][CH:10]=1)[N:7]=[C:6]([N:5]([CH2:4][CH2:3][N:2]([CH3:1])[CH3:19])[CH3:18])[CH:15]=[C:14]2[CH3:16]. The yield is 0.560.